Dataset: Forward reaction prediction with 1.9M reactions from USPTO patents (1976-2016). Task: Predict the product of the given reaction. Given the reactants C(OC(N[C@H](C1C=CC=CC=1)C(N1CCC[C@H]1C(O)=O)=O)=O)(C)(C)C.Cl.BrC1SC2=NC(N)=CN2C=1.[C:37]([O:41][C:42](=[O:70])[NH:43][C@@H:44]([C:64]1[CH:69]=[CH:68][CH:67]=[CH:66][CH:65]=1)[C:45]([N:47]1[CH2:51][CH2:50][CH2:49][C@@H:48]1[C:52](=[O:63])[NH:53][C:54]1[N:55]=[C:56]2[N:60]([CH:61]=1)[CH:59]=[C:58]([Br:62])[S:57]2)=[O:46])(C)(C)[CH3:38], predict the reaction product. The product is: [CH2:37]([O:41][C:42](=[O:70])[NH:43][C@@H:44]([C:64]1[CH:65]=[CH:66][CH:67]=[CH:68][CH:69]=1)[C:45]([N:47]1[CH2:51][CH2:50][CH2:49][C@@H:48]1[C:52](=[O:63])[NH:53][C:54]1[N:55]=[C:56]2[N:60]([CH:61]=1)[CH:59]=[C:58]([Br:62])[S:57]2)=[O:46])[CH3:38].